From a dataset of Forward reaction prediction with 1.9M reactions from USPTO patents (1976-2016). Predict the product of the given reaction. (1) Given the reactants Br[C:2]1[CH:26]=[CH:25][C:5]2[N:6]([C:21]([CH3:24])([CH3:23])[CH3:22])[C:7]([C:9]3[CH:14]=[CH:13][CH:12]=[CH:11][C:10]=3[C:15]3[N:19]=[CH:18][N:17]([CH3:20])[N:16]=3)=[N:8][C:4]=2[CH:3]=1.[NH2:27][C:28]1[N:33]=[CH:32][C:31](B2OC(C)(C)C(C)(C)O2)=[CH:30][N:29]=1.C([O-])([O-])=O.[Na+].[Na+], predict the reaction product. The product is: [C:21]([N:6]1[C:5]2[CH:25]=[CH:26][C:2]([C:31]3[CH:30]=[N:29][C:28]([NH2:27])=[N:33][CH:32]=3)=[CH:3][C:4]=2[N:8]=[C:7]1[C:9]1[CH:14]=[CH:13][CH:12]=[CH:11][C:10]=1[C:15]1[N:19]=[CH:18][N:17]([CH3:20])[N:16]=1)([CH3:23])([CH3:22])[CH3:24]. (2) The product is: [CH3:1][O:2][C:3](=[O:21])[C:4]1[CH:5]=[CH:6][C:7]([C:10]([C:11]2[CH:16]=[CH:15][C:14]([O:17][CH3:18])=[C:13]([Br:19])[CH:12]=2)([OH:20])[CH2:29][CH2:28][CH2:32][CH2:24][CH2:23][CH3:25])=[CH:8][CH:9]=1. Given the reactants [CH3:1][O:2][C:3](=[O:21])[C:4]1[CH:9]=[CH:8][C:7]([C:10](=[O:20])[C:11]2[CH:16]=[CH:15][C:14]([O:17][CH3:18])=[C:13]([Br:19])[CH:12]=2)=[CH:6][CH:5]=1.C([Mg]Br)[CH:23]([CH3:25])[CH3:24].[CH2:28]1[CH2:32]OC[CH2:29]1, predict the reaction product. (3) Given the reactants [Br:1][C:2]1[CH:7]=[CH:6][C:5]([C:8]([NH2:11])([CH3:10])[CH3:9])=[C:4]([F:12])[CH:3]=1.[C:13]([C:17]1[O:21][C:20]([C:22](O)=[O:23])=[N:19][N:18]=1)([CH3:16])([CH3:15])[CH3:14].CCCP(=O)=O.CN(C=O)C.CCN(C(C)C)C(C)C.C(Cl)Cl, predict the reaction product. The product is: [Br:1][C:2]1[CH:7]=[CH:6][C:5]([C:8]([NH:11][C:22]([C:20]2[O:21][C:17]([C:13]([CH3:16])([CH3:15])[CH3:14])=[N:18][N:19]=2)=[O:23])([CH3:10])[CH3:9])=[C:4]([F:12])[CH:3]=1. (4) Given the reactants C[N:2](C)[CH:3]=[CH:4][C:5]([C:7]1[C:12](=[O:13])[CH:11]=[CH:10][N:9]([C:14]2[CH:19]=[CH:18][CH:17]=[C:16]([O:20][CH3:21])[CH:15]=2)[N:8]=1)=O.[C:23]1([NH:29]N)[CH:28]=[CH:27][CH:26]=[CH:25][CH:24]=1, predict the reaction product. The product is: [CH3:21][O:20][C:16]1[CH:15]=[C:14]([N:9]2[CH:10]=[CH:11][C:12](=[O:13])[C:7]([C:5]3[N:29]([C:23]4[CH:28]=[CH:27][CH:26]=[CH:25][CH:24]=4)[N:2]=[CH:3][CH:4]=3)=[N:8]2)[CH:19]=[CH:18][CH:17]=1.